This data is from Forward reaction prediction with 1.9M reactions from USPTO patents (1976-2016). The task is: Predict the product of the given reaction. (1) Given the reactants [OH:1][C:2]1[C:3]([CH:8]=O)=[N:4][CH:5]=[CH:6][CH:7]=1.[Cl:10][C:11]1[CH:12]=[C:13]([CH:15]=[CH:16][C:17]=1[F:18])[NH2:14].[Si]([C:23]#[N:24])(C)(C)C, predict the reaction product. The product is: [Cl:10][C:11]1[CH:12]=[C:13]([NH:14][C:8]2[C:3]3=[N:4][CH:5]=[CH:6][CH:7]=[C:2]3[O:1][C:23]=2[NH2:24])[CH:15]=[CH:16][C:17]=1[F:18]. (2) Given the reactants [NH2:1][C:2]1[S:3][C:4]2[CH:10]=[C:9]([C:11]([OH:13])=O)[CH:8]=[CH:7][C:5]=2[N:6]=1.[NH:14]1[CH2:19][CH2:18][CH2:17][C@@H:16]2[C:20]3[CH:21]=[CH:22][CH:23]=[CH:24][C:25]=3[CH2:26][C@H:15]12.F[P-](F)(F)(F)(F)F.N1(OC(N(C)C)=[N+](C)C)C2N=CC=CC=2N=N1, predict the reaction product. The product is: [NH2:1][C:2]1[S:3][C:4]2[CH:10]=[C:9]([C:11]([N:14]3[CH2:19][CH2:18][CH2:17][C@@H:16]4[C:20]5[CH:21]=[CH:22][CH:23]=[CH:24][C:25]=5[CH2:26][C@H:15]34)=[O:13])[CH:8]=[CH:7][C:5]=2[N:6]=1. (3) Given the reactants [F:1][C:2]([F:17])([F:16])[C:3]([OH:15])([C:11]([F:14])([F:13])[F:12])[CH2:4]/[CH:5]=[CH:6]/[C:7]([O:9][CH3:10])=[O:8], predict the reaction product. The product is: [F:1][C:2]([F:16])([F:17])[C:3]([OH:15])([C:11]([F:13])([F:14])[F:12])[CH2:4][CH2:5][CH2:6][C:7]([O:9][CH3:10])=[O:8].